This data is from Reaction yield outcomes from USPTO patents with 853,638 reactions. The task is: Predict the reaction yield, written as a fraction of the theoretical maximum amount of product (1.0 means a 100% yield; for example, 0.34 means a 34% yield). (1) The reactants are [CH3:1][O:2][C:3]1[CH:4]=[C:5]([N:9]2[CH:13]=[C:12]([C:14](OC)=[O:15])[C:11]([CH:18]([CH3:20])[CH3:19])=[N:10]2)[CH:6]=[CH:7][CH:8]=1.[H-].[Al+3].[Li+].[H-].[H-].[H-]. The catalyst is O1CCCC1.C1(C)C=CC=CC=1.[O-2].[O-2].[Mn+4]. The product is [CH3:1][O:2][C:3]1[CH:4]=[C:5]([N:9]2[CH:13]=[C:12]([CH:14]=[O:15])[C:11]([CH:18]([CH3:20])[CH3:19])=[N:10]2)[CH:6]=[CH:7][CH:8]=1. The yield is 0.840. (2) The reactants are [Cl:1][C:2]1[CH:7]=[CH:6][N:5]=[C:4]([C:8]([NH:10][C:11]2[CH:16]=[CH:15][CH:14]=[C:13]([C:17]([NH:19][NH2:20])=O)[N:12]=2)=[O:9])[CH:3]=1.C[N:22]([CH3:26])[C:23](=O)[CH3:24].[CH:27]1(N)CC1.C(O)(=O)C. The catalyst is C1(C)C=CC=CC=1. The product is [Cl:1][C:2]1[CH:7]=[CH:6][N:5]=[C:4]([C:8]([NH:10][C:11]2[CH:16]=[CH:15][CH:14]=[C:13]([C:17]3[N:22]([CH:23]4[CH2:27][CH2:24]4)[CH:26]=[N:20][N:19]=3)[N:12]=2)=[O:9])[CH:3]=1. The yield is 0.720. (3) The reactants are [Cl:1][C:2]1[CH:10]=[C:9]2[C:5]([CH2:6][O:7][C:8]2=[O:11])=[C:4]([N+:12]([O-])=O)[CH:3]=1.[H][H]. The catalyst is CCOC(C)=O.[Pd]. The product is [NH2:12][C:4]1[CH:3]=[C:2]([Cl:1])[CH:10]=[C:9]2[C:5]=1[CH2:6][O:7][C:8]2=[O:11]. The yield is 0.900. (4) The reactants are [CH:1]([N:3]([CH2:12][C@@H:13]([CH2:17][CH2:18][CH2:19][CH3:20])[C:14](O)=[O:15])[O:4][CH2:5][C:6]1[CH:11]=[CH:10][CH:9]=[CH:8][CH:7]=1)=[O:2].N1C=CC=CC=1.[F:27]C1N=C(F)N=C(F)N=1. The catalyst is C(Cl)Cl. The product is [CH:1]([N:3]([CH2:12][C@@H:13]([CH2:17][CH2:18][CH2:19][CH3:20])[C:14]([F:27])=[O:15])[O:4][CH2:5][C:6]1[CH:11]=[CH:10][CH:9]=[CH:8][CH:7]=1)=[O:2]. The yield is 1.00. (5) The yield is 0.954. The reactants are [ClH:1].[CH3:2][O:3][C:4]1[CH:5]=[C:6]2[C:11](=[CH:12][CH:13]=1)[O:10][C:9](=[O:14])[CH:8]=[C:7]2[NH:15][CH:16]1[CH2:21][CH2:20][NH:19][CH2:18][CH2:17]1.[F:22][C:23]1[CH:24]=[C:25]([CH:28]=[CH:29][C:30]=1[OH:31])[CH:26]=O. The product is [ClH:1].[F:22][C:23]1[CH:24]=[C:25]([CH:28]=[CH:29][C:30]=1[OH:31])[CH2:26][N:19]1[CH2:20][CH2:21][CH:16]([NH:15][C:7]2[C:6]3[C:11](=[CH:12][CH:13]=[C:4]([O:3][CH3:2])[CH:5]=3)[O:10][C:9](=[O:14])[CH:8]=2)[CH2:17][CH2:18]1. No catalyst specified. (6) The reactants are C(N(CC)CC)C.Cl.[N:9]1[C:18]2[C:13](=[CH:14][CH:15]=[CH:16][CH:17]=2)[CH:12]=[CH:11][C:10]=1[N:19]1[CH2:22][CH:21]([NH2:23])[CH2:20]1.[Cl:24][C:25]1[C:30](Cl)=[N:29][CH:28]=[CH:27][N:26]=1. The catalyst is CN(C=O)C.O. The product is [Cl:24][C:25]1[C:30]([NH:23][CH:21]2[CH2:20][N:19]([C:10]3[CH:11]=[CH:12][C:13]4[C:18](=[CH:17][CH:16]=[CH:15][CH:14]=4)[N:9]=3)[CH2:22]2)=[N:29][CH:28]=[CH:27][N:26]=1. The yield is 0.550. (7) The reactants are Br[C:2]1[C:7]([C:8]([F:11])([F:10])[F:9])=[CH:6][C:5]([NH:12][C:13]2[NH:17][N:16]=[C:15]([NH2:18])[N:14]=2)=[CH:4][C:3]=1[F:19].[F:20][C:21]1[N:26]=[CH:25][C:24](B(O)O)=[CH:23][CH:22]=1.[OH-].[Na+]. The catalyst is COCCOC.C1C=CC([P]([Pd]([P](C2C=CC=CC=2)(C2C=CC=CC=2)C2C=CC=CC=2)([P](C2C=CC=CC=2)(C2C=CC=CC=2)C2C=CC=CC=2)[P](C2C=CC=CC=2)(C2C=CC=CC=2)C2C=CC=CC=2)(C2C=CC=CC=2)C2C=CC=CC=2)=CC=1. The product is [F:19][C:3]1[CH:4]=[C:5]([NH:12][C:13]2[NH:17][N:16]=[C:15]([NH2:18])[N:14]=2)[CH:6]=[C:7]([C:8]([F:11])([F:10])[F:9])[C:2]=1[C:24]1[CH:25]=[N:26][C:21]([F:20])=[CH:22][CH:23]=1. The yield is 0.200. (8) The reactants are [Cl:1][C:2]1[C:12]2[N:11]3[CH2:13][CH2:14][CH2:15][C@@H:16]([NH:17]CCOC)[C@H:10]3[C:9]3[CH:22]=[CH:23][CH:24]=[CH:25][C:8]=3[O:7][C:6]=2[CH:5]=[CH:4][C:3]=1[Cl:26].[CH:27](OCC)=[O:28]. No catalyst specified. The product is [Cl:1][C:2]1[C:12]2[N:11]3[CH2:13][CH2:14][CH2:15][C@@H:16]([NH:17][CH:27]=[O:28])[C@H:10]3[C:9]3[CH:22]=[CH:23][CH:24]=[CH:25][C:8]=3[O:7][C:6]=2[CH:5]=[CH:4][C:3]=1[Cl:26]. The yield is 0.300. (9) The reactants are [NH2:1][C:2]1[CH:7]=[CH:6][CH:5]=[CH:4][N:3]=1.[C:8](N1C=CN=C1)(N1C=CN=C1)=[O:9].[CH3:20][C:21]1[C:22]([CH2:28][N:29]([CH2:36][C:37]2[C:42]([CH:43]([CH3:45])[CH3:44])=[CH:41][CH:40]=[CH:39][N:38]=2)[CH:30]2[CH2:35][CH2:34][NH:33][CH2:32][CH2:31]2)=[N:23][CH:24]=[C:25]([CH3:27])[CH:26]=1.C([O-])(O)=O.[Na+]. The catalyst is C(Cl)Cl. The product is [N:3]1[CH:4]=[CH:5][CH:6]=[CH:7][C:2]=1[NH:1][C:8]([N:33]1[CH2:34][CH2:35][CH:30]([N:29]([CH2:28][C:22]2[C:21]([CH3:20])=[CH:26][C:25]([CH3:27])=[CH:24][N:23]=2)[CH2:36][C:37]2[C:42]([CH:43]([CH3:45])[CH3:44])=[CH:41][CH:40]=[CH:39][N:38]=2)[CH2:31][CH2:32]1)=[O:9]. The yield is 0.810.